Predict the product of the given reaction. From a dataset of Forward reaction prediction with 1.9M reactions from USPTO patents (1976-2016). (1) Given the reactants [NH2:1][C:2]([C:4]1[CH:29]=[CH:28][C:7]([O:8][CH2:9][CH2:10][CH2:11][O:12][C:13]2[CH:14]=[C:15]3[C:19](=[CH:20][CH:21]=2)[C@H:18]([CH2:22][C:23]([O:25][CH2:26][CH3:27])=[O:24])[CH2:17][CH2:16]3)=[C:6]([CH2:30][CH2:31][CH3:32])[CH:5]=1)=[S:3].Br[CH2:34][C:35](=O)[CH2:36][CH3:37], predict the reaction product. The product is: [CH2:36]([C:35]1[N:1]=[C:2]([C:4]2[CH:29]=[CH:28][C:7]([O:8][CH2:9][CH2:10][CH2:11][O:12][C:13]3[CH:14]=[C:15]4[C:19](=[CH:20][CH:21]=3)[C@H:18]([CH2:22][C:23]([O:25][CH2:26][CH3:27])=[O:24])[CH2:17][CH2:16]4)=[C:6]([CH2:30][CH2:31][CH3:32])[CH:5]=2)[S:3][CH:34]=1)[CH3:37]. (2) Given the reactants [NH2:1][C:2]1[CH:11]=[CH:10][CH:9]=[C:8]([Br:12])[C:3]=1[C:4]([NH:6][CH3:7])=[O:5].[CH:13](OC)(OC)OC.Cl.O1CCOCC1.C(=O)(O)[O-].[Na+], predict the reaction product. The product is: [Br:12][C:8]1[CH:9]=[CH:10][CH:11]=[C:2]2[C:3]=1[C:4](=[O:5])[N:6]([CH3:13])[CH:7]=[N:1]2. (3) The product is: [OH:8][C:9]1[CH:18]=[C:17]2[C:12]([C:13]([O:19][C:20]3[CH:25]=[CH:24][C:23]([O:26][CH3:27])=[CH:22][C:21]=3[C:28](=[O:30])[CH3:29])=[CH:14][CH:15]=[N:16]2)=[CH:11][C:10]=1[O:31][CH3:32]. Given the reactants C([O:8][C:9]1[CH:18]=[C:17]2[C:12]([C:13]([O:19][C:20]3[CH:25]=[CH:24][C:23]([O:26][CH3:27])=[CH:22][C:21]=3[C:28](=[O:30])[CH3:29])=[CH:14][CH:15]=[N:16]2)=[CH:11][C:10]=1[O:31][CH3:32])C1C=CC=CC=1.CS(O)(=O)=O, predict the reaction product.